This data is from Catalyst prediction with 721,799 reactions and 888 catalyst types from USPTO. The task is: Predict which catalyst facilitates the given reaction. (1) Reactant: [C:1]([C:3]1[CH:38]=[CH:37][C:6]([CH2:7][C@@:8]2([CH3:36])[N:12]3[C:13]([C:16]([NH:18][C@@H:19]([CH2:23][C:24]([NH2:26])=[O:25])[C:20]([OH:22])=O)=[O:17])=[CH:14][N:15]=[C:11]3[N:10]([C:27]3[CH:32]=[C:31]([Cl:33])[CH:30]=[C:29]([Cl:34])[CH:28]=3)[C:9]2=[O:35])=[CH:5][CH:4]=1)#[N:2].Cl.[F:40][C:41]1([F:45])[CH2:44][NH:43][CH2:42]1.C1C=NC2N(O)N=NC=2C=1.CN(C(ON1N=NC2C=CC=NC1=2)=[N+](C)C)C.F[P-](F)(F)(F)(F)F.C(N(C(C)C)CC)(C)C. Product: [C:24]([CH2:23][C@H:19]([NH:18][C:16]([C:13]1[N:12]2[C@@:8]([CH2:7][C:6]3[CH:37]=[CH:38][C:3]([C:1]#[N:2])=[CH:4][CH:5]=3)([CH3:36])[C:9](=[O:35])[N:10]([C:27]3[CH:32]=[C:31]([Cl:33])[CH:30]=[C:29]([Cl:34])[CH:28]=3)[C:11]2=[N:15][CH:14]=1)=[O:17])[C:20]([N:43]1[CH2:44][C:41]([F:45])([F:40])[CH2:42]1)=[O:22])(=[O:25])[NH2:26]. The catalyst class is: 44. (2) Reactant: [NH2:1][C:2]1[C:7]([C:8]([NH2:10])=[O:9])=[CH:6][N:5]=[CH:4][N:3]=1.CO[C:13](=O)[CH2:14][O:15][CH2:16][CH2:17][C:18]1[CH:19]=[C:20]([CH3:24])[CH:21]=[CH:22][CH:23]=1.[Li+].C[Si]([N-][Si](C)(C)C)(C)C. Product: [C:20]1([CH3:24])[CH:21]=[CH:22][CH:23]=[C:18]([CH2:17][CH2:16][O:15][CH2:14][C:13]2[NH:10][C:8](=[O:9])[C:7]3[C:2]([N:1]=2)=[N:3][CH:4]=[N:5][CH:6]=3)[CH:19]=1. The catalyst class is: 1. (3) Reactant: Br[C:2]1[CH:7]=[CH:6][C:5]([NH:8][C:9]2[N:13]=[C:12]([NH2:14])[NH:11][N:10]=2)=[CH:4][C:3]=1[C:15]([F:18])([F:17])[F:16].[Cl:19][C:20]1[CH:25]=[CH:24][CH:23]=[CH:22][C:21]=1B(O)O.C(=O)([O-])[O-].[K+].[K+].O1CCOCC1. Product: [Cl:19][C:20]1[CH:25]=[CH:24][CH:23]=[CH:22][C:21]=1[C:2]1[CH:7]=[CH:6][C:5]([NH:8][C:9]2[N:13]=[C:12]([NH2:14])[NH:11][N:10]=2)=[CH:4][C:3]=1[C:15]([F:18])([F:17])[F:16]. The catalyst class is: 535. (4) Reactant: [C:1]([CH2:4][CH2:5][C:6]1[NH:10][N:9]=[C:8]([NH2:11])[CH:7]=1)([OH:3])=[O:2].[C:12]([O:16][C:17](O[C:17]([O:16][C:12]([CH3:15])([CH3:14])[CH3:13])=[O:18])=[O:18])([CH3:15])([CH3:14])[CH3:13]. Product: [C:1]([CH2:4][CH2:5][C:6]1[N:10]([C:17]([O:16][C:12]([CH3:15])([CH3:14])[CH3:13])=[O:18])[NH:9][C:8]([C:17]([O:16][C:12]([CH3:15])([CH3:14])[CH3:13])=[O:18])([NH2:11])[CH:7]=1)([OH:3])=[O:2]. The catalyst class is: 17. (5) Reactant: C(=O)([O-])O.[Na+].Cl.[NH2:7][OH:8].[Cl:9][C:10]1[CH:15]=[CH:14][C:13]([C:16]([F:19])([F:18])[F:17])=[CH:12][C:11]=1[C:20]1[CH:25]=[CH:24][N:23]=[C:22]([C:26]#[N:27])[CH:21]=1. Product: [Cl:9][C:10]1[CH:15]=[CH:14][C:13]([C:16]([F:19])([F:18])[F:17])=[CH:12][C:11]=1[C:20]1[CH:25]=[CH:24][N:23]=[C:22]([C:26](=[N:7][OH:8])[NH2:27])[CH:21]=1. The catalyst class is: 8. (6) Reactant: C(OC(=O)[NH:7][C:8]1[CH:13]=[CH:12][CH:11]=[C:10]([N:14]([C:18]2[N:19]=[CH:20][C:21]3[N:26]=[C:25]([NH:27][C:28](=[O:30])[CH3:29])[S:24][C:22]=3[N:23]=2)[CH:15]2[CH2:17][CH2:16]2)[CH:9]=1)(C)(C)C.C1(OC)C=CC=CC=1. Product: [NH2:7][C:8]1[CH:9]=[C:10]([N:14]([CH:15]2[CH2:17][CH2:16]2)[C:18]2[N:19]=[CH:20][C:21]3[N:26]=[C:25]([NH:27][C:28](=[O:30])[CH3:29])[S:24][C:22]=3[N:23]=2)[CH:11]=[CH:12][CH:13]=1. The catalyst class is: 55.